Dataset: Forward reaction prediction with 1.9M reactions from USPTO patents (1976-2016). Task: Predict the product of the given reaction. (1) Given the reactants [BH4-].[Na+].CO.[C:5]([NH:8][C:9]1[CH:10]=[C:11]2[C:16](=[CH:17][CH:18]=1)[C:15](=O)[CH2:14][CH2:13][CH2:12]2)(=[O:7])[CH3:6].C1(C)C=CC(S(O)(=O)=O)=CC=1, predict the reaction product. The product is: [CH:10]1[C:11]2[CH2:12][CH2:13][CH:14]=[CH:15][C:16]=2[CH:17]=[CH:18][C:9]=1[NH:8][C:5](=[O:7])[CH3:6]. (2) The product is: [C:16]([O:20][C:21](=[O:35])[NH:22][CH:23]1[C:30](=[O:31])[N:29]2[CH:25]([S:26][CH2:27][CH:28]2[C:32]#[N:33])[CH2:24]1)([CH3:19])([CH3:17])[CH3:18]. Given the reactants CC[N+](S(N=C(OC)[O-])(=O)=O)(CC)CC.[C:16]([O:20][C:21](=[O:35])[NH:22][CH:23]1[C:30](=[O:31])[N:29]2[CH:25]([S:26][CH2:27][CH:28]2[C:32](=O)[NH2:33])[CH2:24]1)([CH3:19])([CH3:18])[CH3:17], predict the reaction product. (3) Given the reactants Cl[C:2]1[N:7]=[C:6]([O:8][C@@H:9]([C@H:11]2[CH2:15][NH:14][C:13](=[O:16])[CH2:12]2)[CH3:10])[C:5]2[N:17]([CH3:20])[CH:18]=[N:19][C:4]=2[CH:3]=1.CC1(C)C(C)(C)OB([C:29]2[CH:30]=[CH:31][C:32]([N:35]3[CH2:40][CH2:39][N:38]([C:41]([O:43][C:44]([CH3:47])([CH3:46])[CH3:45])=[O:42])[CH2:37][CH2:36]3)=[N:33][CH:34]=2)O1.[O-]P([O-])([O-])=O.[K+].[K+].[K+], predict the reaction product. The product is: [CH3:20][N:17]1[C:5]2[C:6]([O:8][C@@H:9]([C@@H:11]3[CH2:12][C:13](=[O:16])[NH:14][CH2:15]3)[CH3:10])=[N:7][C:2]([C:29]3[CH:30]=[CH:31][C:32]([N:35]4[CH2:40][CH2:39][N:38]([C:41]([O:43][C:44]([CH3:47])([CH3:46])[CH3:45])=[O:42])[CH2:37][CH2:36]4)=[N:33][CH:34]=3)=[CH:3][C:4]=2[N:19]=[CH:18]1. (4) Given the reactants Br[CH2:2][C:3]1[CH:30]=[CH:29][C:6]([CH2:7][CH2:8][N:9]2[C:17](=[O:18])[C:16]3[C:11](=[CH:12][CH:13]=[CH:14][C:15]=3[NH:19][C:20]([C:22]3[S:23][C:24]([Cl:27])=[CH:25][CH:26]=3)=[O:21])[C:10]2=[O:28])=[CH:5][CH:4]=1.N[C:32]1[CH:37]=[CH:36][N:35]=[CH:34][CH:33]=1, predict the reaction product. The product is: [Cl:27][C:24]1[S:23][C:22]([C:20]([NH:19][C:15]2[CH:14]=[CH:13][CH:12]=[C:11]3[C:16]=2[C:17](=[O:18])[N:9]([CH2:8][CH2:7][C:6]2[CH:5]=[CH:4][C:3]([CH2:2][NH:19][C:15]4[CH:16]=[CH:11][C:12]([C:36]5[CH:37]=[CH:32][CH:33]=[CH:34][N:35]=5)=[CH:13][CH:14]=4)=[CH:30][CH:29]=2)[C:10]3=[O:28])=[O:21])=[CH:26][CH:25]=1.